Dataset: Reaction yield outcomes from USPTO patents with 853,638 reactions. Task: Predict the reaction yield, written as a fraction of the theoretical maximum amount of product (1.0 means a 100% yield; for example, 0.34 means a 34% yield). (1) The reactants are [C:1]([O:5][C:6](=[O:14])[NH:7][C:8]([CH3:13])([CH3:12])[CH2:9][CH:10]=O)([CH3:4])([CH3:3])[CH3:2].[NH2:15][CH:16]([C:19]1[N:24]([CH2:25][C:26]2[CH:31]=[CH:30][CH:29]=[CH:28][CH:27]=2)[C:23](=[O:32])[C:22]2=[CH:33][CH:34]=[CH:35][N:21]2[N:20]=1)[CH2:17][CH3:18].[BH-](OC(C)=O)(OC(C)=O)OC(C)=O.[Na+]. The catalyst is CO. The product is [C:1]([O:5][C:6](=[O:14])[NH:7][C:8]([CH3:13])([CH3:12])[CH2:9][CH2:10][NH:15][CH:16]([C:19]1[N:24]([CH2:25][C:26]2[CH:27]=[CH:28][CH:29]=[CH:30][CH:31]=2)[C:23](=[O:32])[C:22]2=[CH:33][CH:34]=[CH:35][N:21]2[N:20]=1)[CH2:17][CH3:18])([CH3:4])([CH3:3])[CH3:2]. The yield is 0.570. (2) The reactants are [O:1]=[C:2]1[NH:11][C:10]2[N:9]=[CH:8][CH:7]=[C:6]([O:12][C:13]3[CH:22]=[C:21]4[C:16]([CH2:17][CH2:18][CH:19]([C:23]([NH:25][C:26]5[CH:27]=[C:28]([CH:38]=[C:39]([C:41]([F:44])([F:43])[F:42])[CH:40]=5)[CH2:29][NH:30][C:31](=[O:37])[O:32][C:33]([CH3:36])([CH3:35])[CH3:34])=[O:24])[CH2:20]4)=[CH:15][CH:14]=3)[C:5]=2[CH:4]=[CH:3]1. The catalyst is CC(O)=O.[Pt](=O)=O. The product is [O:1]=[C:2]1[NH:11][C:10]2[N:9]=[CH:8][CH:7]=[C:6]([O:12][C:13]3[CH:22]=[C:21]4[C:16]([CH2:17][CH2:18][CH:19]([C:23]([NH:25][C:26]5[CH:27]=[C:28]([CH:38]=[C:39]([C:41]([F:43])([F:44])[F:42])[CH:40]=5)[CH2:29][NH:30][C:31](=[O:37])[O:32][C:33]([CH3:36])([CH3:34])[CH3:35])=[O:24])[CH2:20]4)=[CH:15][CH:14]=3)[C:5]=2[CH2:4][CH2:3]1. The yield is 0.450. (3) The reactants are Cl[C:2]1[N:7]=[C:6]([NH:8][C:9]2[N:10]=[C:11]3[CH:16]=[CH:15][C:14]([O:17][C:18]4[CH:19]=[C:20]([NH:24][C:25](=[O:36])[C:26]5[CH:31]=[CH:30][CH:29]=[C:28]([C:32]([F:35])([F:34])[F:33])[CH:27]=5)[CH:21]=[CH:22][CH:23]=4)=[N:13][N:12]3[CH:37]=2)[CH:5]=[CH:4][N:3]=1.[CH3:38][NH2:39].O1CCCC1.C(O)C. The catalyst is C(OCC)(=O)C. The product is [CH3:38][NH:39][C:2]1[N:7]=[C:6]([NH:8][C:9]2[N:10]=[C:11]3[CH:16]=[CH:15][C:14]([O:17][C:18]4[CH:19]=[C:20]([NH:24][C:25](=[O:36])[C:26]5[CH:31]=[CH:30][CH:29]=[C:28]([C:32]([F:34])([F:35])[F:33])[CH:27]=5)[CH:21]=[CH:22][CH:23]=4)=[N:13][N:12]3[CH:37]=2)[CH:5]=[CH:4][N:3]=1. The yield is 0.500.